This data is from Forward reaction prediction with 1.9M reactions from USPTO patents (1976-2016). The task is: Predict the product of the given reaction. (1) Given the reactants [Si:1]([O:8][C@@H:9]1[CH2:14][C@@H:13]([OH:15])[CH2:12][N:11]([C:16]([O:18][CH2:19][C:20]2[CH:25]=[CH:24][CH:23]=[CH:22][CH:21]=2)=[O:17])[CH2:10]1)([C:4]([CH3:7])([CH3:6])[CH3:5])([CH3:3])[CH3:2].[H-].[Na+].[CH3:28]I, predict the reaction product. The product is: [Si:1]([O:8][C@@H:9]1[CH2:14][C@@H:13]([O:15][CH3:28])[CH2:12][N:11]([C:16]([O:18][CH2:19][C:20]2[CH:25]=[CH:24][CH:23]=[CH:22][CH:21]=2)=[O:17])[CH2:10]1)([C:4]([CH3:7])([CH3:6])[CH3:5])([CH3:3])[CH3:2]. (2) Given the reactants [Cl:1][C:2]1[CH:3]=[C:4]([C:9]2[CH:14]=[CH:13][C:12]([C:15](=[O:22])[CH2:16][CH2:17][C:18]([O:20]C)=[O:19])=[CH:11][CH:10]=2)[CH:5]=[CH:6][C:7]=1[Cl:8], predict the reaction product. The product is: [Cl:1][C:2]1[CH:3]=[C:4]([C:9]2[CH:10]=[CH:11][C:12]([C:15](=[O:22])[CH2:16][CH2:17][C:18]([OH:20])=[O:19])=[CH:13][CH:14]=2)[CH:5]=[CH:6][C:7]=1[Cl:8]. (3) Given the reactants [N:1]1[N:5]2[CH2:6][CH2:7][CH2:8][CH2:9][C:4]2=[C:3]([C:10]([OH:12])=O)[CH:2]=1.[NH2:13][C@@H:14]([CH3:30])[CH2:15][N:16]1[CH:20]=[CH:19][C:18]([C:21]2[CH:28]=[CH:27][C:24]([C:25]#[N:26])=[C:23]([Cl:29])[CH:22]=2)=[N:17]1, predict the reaction product. The product is: [Cl:29][C:23]1[CH:22]=[C:21]([C:18]2[CH:19]=[CH:20][N:16]([CH2:15][C@@H:14]([NH:13][C:10]([C:3]3[CH:2]=[N:1][N:5]4[CH2:6][CH2:7][CH2:8][CH2:9][C:4]=34)=[O:12])[CH3:30])[N:17]=2)[CH:28]=[CH:27][C:24]=1[C:25]#[N:26].